Dataset: Forward reaction prediction with 1.9M reactions from USPTO patents (1976-2016). Task: Predict the product of the given reaction. (1) Given the reactants [Cl:1][C:2]1[CH:3]=[C:4]([C:12]2[S:16][N:15]=[C:14]([C:17]3[C:18]([O:26][CH3:27])=[C:19]([CH2:23][CH:24]=O)[CH:20]=[CH:21][CH:22]=3)[N:13]=2)[CH:5]=[CH:6][C:7]=1[O:8][CH:9]([CH3:11])[CH3:10].[NH:28]1[CH2:33][CH2:32][CH:31]([C:34]([O:36][CH2:37][CH3:38])=[O:35])[CH2:30][CH2:29]1.C(O[BH-](OC(=O)C)OC(=O)C)(=O)C.[Na+], predict the reaction product. The product is: [Cl:1][C:2]1[CH:3]=[C:4]([C:12]2[S:16][N:15]=[C:14]([C:17]3[C:18]([O:26][CH3:27])=[C:19]([CH2:23][CH2:24][N:28]4[CH2:33][CH2:32][CH:31]([C:34]([O:36][CH2:37][CH3:38])=[O:35])[CH2:30][CH2:29]4)[CH:20]=[CH:21][CH:22]=3)[N:13]=2)[CH:5]=[CH:6][C:7]=1[O:8][CH:9]([CH3:11])[CH3:10]. (2) Given the reactants [CH2:1]([O:8][N:9]1[C:14]2[N:15]=[CH:16][N:17]=[C:18]([CH3:19])[C:13]=2[C:12]([NH:20][CH2:21][C:22]2[CH:27]=[CH:26][C:25]([O:28]COC)=[C:24]([O:32]COC)[CH:23]=2)=[CH:11][C:10]1=[O:36])[C:2]1[CH:7]=[CH:6][CH:5]=[CH:4][CH:3]=1.C(OCC)(=O)C.C(=O)(O)[O-].[Na+], predict the reaction product. The product is: [CH2:1]([O:8][N:9]1[C:14]2[N:15]=[CH:16][N:17]=[C:18]([CH3:19])[C:13]=2[C:12]([NH:20][CH2:21][C:22]2[CH:27]=[CH:26][C:25]([OH:28])=[C:24]([OH:32])[CH:23]=2)=[CH:11][C:10]1=[O:36])[C:2]1[CH:7]=[CH:6][CH:5]=[CH:4][CH:3]=1. (3) Given the reactants [NH2:1][C:2]1[N:3]([CH3:24])[C:4](=[O:23])[C:5]2([C:15]3[C:10](=[CH:11][CH:12]=[C:13](Br)[CH:14]=3)[O:9][CH:8]([C:17]3[CH:22]=[CH:21][CH:20]=[CH:19][CH:18]=3)[CH2:7]2)[N:6]=1.[CH3:25][N:26]([CH3:41])[CH2:27][CH2:28][NH:29][C:30]([C:32]1[CH:37]=[CH:36][C:35](B(O)O)=[CH:34][CH:33]=1)=[O:31], predict the reaction product. The product is: [NH2:1][C:2]1[N:3]([CH3:24])[C:4](=[O:23])[C:5]2([C:15]3[C:10](=[CH:11][CH:12]=[C:13]([C:35]4[CH:36]=[CH:37][C:32]([C:30]([NH:29][CH2:28][CH2:27][N:26]([CH3:25])[CH3:41])=[O:31])=[CH:33][CH:34]=4)[CH:14]=3)[O:9][CH:8]([C:17]3[CH:22]=[CH:21][CH:20]=[CH:19][CH:18]=3)[CH2:7]2)[N:6]=1. (4) Given the reactants [Cl:1][C:2]1[C:11]2[C:6](=[CH:7][C:8]([F:13])=[CH:9][C:10]=2[F:12])[N:5]=[C:4]([N:14]2[CH2:19][CH2:18][NH:17][CH2:16][C:15]2=[O:20])[C:3]=1[CH3:21].C=O.[C:24](O[BH-](OC(=O)C)OC(=O)C)(=O)C.[Na+].C([BH3-])#N.[Na+], predict the reaction product. The product is: [Cl:1][C:2]1[C:11]2[C:6](=[CH:7][C:8]([F:13])=[CH:9][C:10]=2[F:12])[N:5]=[C:4]([N:14]2[CH2:19][CH2:18][N:17]([CH3:24])[CH2:16][C:15]2=[O:20])[C:3]=1[CH3:21]. (5) Given the reactants [CH3:1][O:2][C:3]1[CH:8]=[CH:7][CH:6]=[C:5]([CH3:9])[C:4]=1[CH3:10].C(Cl)Cl.[OH2:14], predict the reaction product. The product is: [CH3:1][O:2][C:3]1[CH:8]=[CH:7][CH:6]=[C:5]([CH3:9])[C:4]=1[CH:10]=[O:14]. (6) Given the reactants Br[CH2:2][C:3]1[CH:8]=[C:7]([F:9])[CH:6]=[C:5]([F:10])[CH:4]=1.C([O-])(=O)C.[Na+], predict the reaction product. The product is: [F:9][C:7]1[CH:8]=[C:3]([CH3:2])[CH:4]=[C:5]([F:10])[CH:6]=1. (7) Given the reactants [F:1][C:2]1[C:11]2[O:10][CH2:9][C@H:8]([CH3:12])[NH:7][C:6]=2[C:5]([N+:13]([O-])=O)=[CH:4][CH:3]=1, predict the reaction product. The product is: [F:1][C:2]1[C:11]2[O:10][CH2:9][C@H:8]([CH3:12])[NH:7][C:6]=2[C:5]([NH2:13])=[CH:4][CH:3]=1.